Dataset: Reaction yield outcomes from USPTO patents with 853,638 reactions. Task: Predict the reaction yield, written as a fraction of the theoretical maximum amount of product (1.0 means a 100% yield; for example, 0.34 means a 34% yield). (1) The reactants are [F:1][C:2]([F:11])([F:10])[C:3]1[CH:9]=[CH:8][CH:7]=[CH:6][C:4]=1[NH2:5].S(S([O-])=O)([O-])=O.[Na+].[Na+].C(=O)([O-])O.[Na+].[F:25][C:26]([F:35])([F:34])[C:27](I)([F:32])[C:28]([F:31])([F:30])[F:29]. The catalyst is S([O-])(O)(=O)=O.C([N+](CCCC)(CCCC)CCCC)CCC.O.C(OCC)(=O)C. The product is [F:32][C:27]([C:8]1[CH:7]=[CH:6][C:4]([NH2:5])=[C:3]([C:2]([F:10])([F:11])[F:1])[CH:9]=1)([C:28]([F:31])([F:30])[F:29])[C:26]([F:35])([F:34])[F:25]. The yield is 0.300. (2) The reactants are Cl[C:2](OC(Cl)(Cl)Cl)=[O:3].[NH2:9][C:10]1[CH:18]=[CH:17][C:16]([CH3:19])=[CH:15][C:11]=1[C:12]([OH:14])=[O:13]. The catalyst is O1CCOCC1. The product is [CH3:19][C:16]1[CH:17]=[CH:18][C:10]2[NH:9][C:2](=[O:3])[O:13][C:12](=[O:14])[C:11]=2[CH:15]=1. The yield is 0.940.